From a dataset of Full USPTO retrosynthesis dataset with 1.9M reactions from patents (1976-2016). Predict the reactants needed to synthesize the given product. (1) The reactants are: [F:1][C:2]([F:24])([F:23])[O:3][C:4]1[CH:9]=[CH:8][CH:7]=[CH:6][C:5]=1[CH2:10][NH:11][C:12]([C:14]1[CH:15]=[C:16]2[C:20](=[CH:21][CH:22]=1)[NH:19][CH:18]=[CH:17]2)=[O:13].[F:25][C:26]([F:31])([F:30])[C:27]([OH:29])=[O:28].C([SiH](CC)CC)C. Given the product [F:25][C:26]([F:31])([F:30])[C:27]([OH:29])=[O:28].[F:23][C:2]([F:1])([F:24])[O:3][C:4]1[CH:9]=[CH:8][CH:7]=[CH:6][C:5]=1[CH2:10][NH:11][C:12]([C:14]1[CH:15]=[C:16]2[C:20](=[CH:21][CH:22]=1)[NH:19][CH2:18][CH2:17]2)=[O:13], predict the reactants needed to synthesize it. (2) Given the product [C:1]([O:5][C:6]([N:8]1[CH2:12][CH2:11][C@H:10]([O:13][Si:14]([C:17]([CH3:20])([CH3:19])[CH3:18])([CH3:16])[CH3:15])[C@H:9]1[CH:21]([OH:22])[CH3:26])=[O:7])([CH3:4])([CH3:3])[CH3:2], predict the reactants needed to synthesize it. The reactants are: [C:1]([O:5][C:6]([N:8]1[CH2:12][CH2:11][C@H:10]([O:13][Si:14]([C:17]([CH3:20])([CH3:19])[CH3:18])([CH3:16])[CH3:15])[C@H:9]1[CH:21]=[O:22])=[O:7])([CH3:4])([CH3:3])[CH3:2].C[Mg+].[Br-].[CH3:26]C(O)=O.